Dataset: Reaction yield outcomes from USPTO patents with 853,638 reactions. Task: Predict the reaction yield, written as a fraction of the theoretical maximum amount of product (1.0 means a 100% yield; for example, 0.34 means a 34% yield). (1) The reactants are C[O:2][C:3]1[CH:8]=[CH:7][C:6]([N:9]2[CH:13]=[C:12]([C:14]([F:17])([F:16])[F:15])[CH:11]=[N:10]2)=[C:5]([CH3:18])[CH:4]=1.B(Br)(Br)Br. The catalyst is ClCCl. The product is [CH3:18][C:5]1[CH:4]=[C:3]([OH:2])[CH:8]=[CH:7][C:6]=1[N:9]1[CH:13]=[C:12]([C:14]([F:17])([F:16])[F:15])[CH:11]=[N:10]1. The yield is 0.990. (2) The reactants are [CH2:1]([O:8][C:9]1[CH:14]=[CH:13][CH:12]=[CH:11][C:10]=1[C:15](=[O:18])[CH2:16]Br)[C:2]1[CH:7]=[CH:6][CH:5]=[CH:4][CH:3]=1.N1C=CC=CC=1.CCCC[N+](CCCC)(CCCC)CCCC.[FH:42].[F-]. The catalyst is C1COCC1.CCOCC. The product is [CH2:1]([O:8][C:9]1[CH:14]=[CH:13][CH:12]=[CH:11][C:10]=1[C:15](=[O:18])[CH2:16][F:42])[C:2]1[CH:7]=[CH:6][CH:5]=[CH:4][CH:3]=1. The yield is 0.330. (3) The reactants are Cl[C:2]1[CH:7]=[CH:6][CH:5]=[CH:4][N:3]=1.[C:8]1(B(O)O)[CH:13]=[CH:12][CH:11]=[CH:10][CH:9]=1.C([O-])([O-])=O.[K+].[K+]. The catalyst is C1COCC1.CCCCCC.O.P(Cl)(C(C)(C)C)C(C)(C)C. The product is [C:8]1([C:2]2[CH:7]=[CH:6][CH:5]=[CH:4][N:3]=2)[CH:13]=[CH:12][CH:11]=[CH:10][CH:9]=1. The yield is 0.950. (4) The reactants are S=C1[N:6]([C:7]([O:9][CH2:10][C:11]2[CH:16]=[CH:15][C:14]([O:17][C:18](=[O:20])[CH3:19])=[C:13]([O:21][CH3:22])[CH:12]=2)=[O:8])[CH2:5][CH2:4]S1.C(N)C.C(N(CC)CC)C.C1COCC1. The catalyst is C(Cl)Cl. The product is [C:18]([O:17][C:14]1[CH:15]=[CH:16][C:11]([CH2:10][O:9][C:7](=[O:8])[NH:6][CH2:5][CH3:4])=[CH:12][C:13]=1[O:21][CH3:22])(=[O:20])[CH3:19]. The yield is 0.700. (5) The reactants are [NH2:1][C:2]1[CH:7]=[CH:6][C:5]([OH:8])=[CH:4][CH:3]=1.Cl[C:10]1[CH:15]=[CH:14][N:13]=[C:12]([CH3:16])[CH:11]=1.CC(C)([O-])C.[K+].O. The catalyst is CN1C(=O)N(C)CCC1. The product is [CH3:16][C:12]1[CH:11]=[C:10]([O:8][C:5]2[CH:6]=[CH:7][C:2]([NH2:1])=[CH:3][CH:4]=2)[CH:15]=[CH:14][N:13]=1. The yield is 0.0900. (6) The reactants are C1COCC1.[CH3:6][O:7][C:8]1[CH:13]=[CH:12][C:11]([Mg]Br)=[CH:10][CH:9]=1.Cl[C:17]1[CH:22]=[CH:21][CH:20]=[CH:19][C:18]=1[F:23].C1(C)C=CC=CC=1. The catalyst is CCCCCC. The product is [F:23][C:18]1[CH:19]=[CH:20][CH:21]=[CH:22][C:17]=1[C:11]1[CH:12]=[CH:13][C:8]([O:7][CH3:6])=[CH:9][CH:10]=1. The yield is 0.680. (7) The reactants are [CH3:1][O:2][C:3](=[O:14])[C:4]1[CH:9]=[C:8]([O:10][CH3:11])[C:7]([NH2:12])=[C:6](Br)[CH:5]=1.[Cl:15][C:16]1[CH:17]=[C:18](B(O)O)[CH:19]=[CH:20][CH:21]=1.C(=O)([O-])[O-].[Na+].[Na+]. The catalyst is C1C=CC([P]([Pd]([P](C2C=CC=CC=2)(C2C=CC=CC=2)C2C=CC=CC=2)([P](C2C=CC=CC=2)(C2C=CC=CC=2)C2C=CC=CC=2)[P](C2C=CC=CC=2)(C2C=CC=CC=2)C2C=CC=CC=2)(C2C=CC=CC=2)C2C=CC=CC=2)=CC=1. The product is [CH3:1][O:2][C:3]([C:4]1[CH:5]=[C:6]([C:20]2[CH:19]=[CH:18][CH:17]=[C:16]([Cl:15])[CH:21]=2)[C:7]([NH2:12])=[C:8]([O:10][CH3:11])[CH:9]=1)=[O:14]. The yield is 0.883. (8) The reactants are [CH3:1][N:2]1[CH2:7][CH2:6][C:5](=O)[CH2:4][CH2:3]1.[CH3:9][C:10]1[CH:17]=[CH:16][C:13]([CH2:14][NH2:15])=[CH:12][CH:11]=1.C(O)(=O)C.[BH3-]C#N.[Na+]. The catalyst is CO. The product is [CH3:9][C:10]1[CH:17]=[CH:16][C:13]([CH2:14][NH:15][CH:5]2[CH2:6][CH2:7][N:2]([CH3:1])[CH2:3][CH2:4]2)=[CH:12][CH:11]=1. The yield is 0.930. (9) The reactants are [Cl:1][C:2]1[C:3]([C:27]([F:30])([F:29])[F:28])=[N:4][N:5]([CH2:8][C:9]([N:11]2[CH2:16][CH2:15][CH2:14][C:13]3[N:17]([C:20]4[CH:25]=[CH:24][C:23]([F:26])=[CH:22][CH:21]=4)[N:18]=[CH:19][C:12]2=3)=[O:10])[C:6]=1[CH3:7].[Li+].CC([N-]C(C)C)C.[CH2:39]=[O:40]. The catalyst is C1COCC1. The product is [Cl:1][C:2]1[C:3]([C:27]([F:30])([F:29])[F:28])=[N:4][N:5]([CH:8]([CH2:39][OH:40])[C:9]([N:11]2[CH2:16][CH2:15][CH2:14][C:13]3[N:17]([C:20]4[CH:25]=[CH:24][C:23]([F:26])=[CH:22][CH:21]=4)[N:18]=[CH:19][C:12]2=3)=[O:10])[C:6]=1[CH3:7]. The yield is 0.560.